Dataset: NCI-60 drug combinations with 297,098 pairs across 59 cell lines. Task: Regression. Given two drug SMILES strings and cell line genomic features, predict the synergy score measuring deviation from expected non-interaction effect. (1) Drug 1: CC1=C(C=C(C=C1)NC(=O)C2=CC=C(C=C2)CN3CCN(CC3)C)NC4=NC=CC(=N4)C5=CN=CC=C5. Drug 2: CC12CCC3C(C1CCC2OP(=O)(O)O)CCC4=C3C=CC(=C4)OC(=O)N(CCCl)CCCl.[Na+]. Cell line: 786-0. Synergy scores: CSS=3.85, Synergy_ZIP=-1.78, Synergy_Bliss=1.88, Synergy_Loewe=-2.01, Synergy_HSA=0.286. (2) Drug 1: CCC1(CC2CC(C3=C(CCN(C2)C1)C4=CC=CC=C4N3)(C5=C(C=C6C(=C5)C78CCN9C7C(C=CC9)(C(C(C8N6C=O)(C(=O)OC)O)OC(=O)C)CC)OC)C(=O)OC)O.OS(=O)(=O)O. Drug 2: N.N.Cl[Pt+2]Cl. Cell line: A498. Synergy scores: CSS=34.5, Synergy_ZIP=-8.83, Synergy_Bliss=0.637, Synergy_Loewe=0.195, Synergy_HSA=0.145.